From a dataset of Forward reaction prediction with 1.9M reactions from USPTO patents (1976-2016). Predict the product of the given reaction. Given the reactants C(=O)([O-])[O-].[K+].[K+].[CH2:7]([O:14][C:15]1[CH:20]=[CH:19][C:18]([C:21](=[O:24])[CH2:22]I)=[CH:17][CH:16]=1)[C:8]1[CH:13]=[CH:12][CH:11]=[CH:10][CH:9]=1.[CH2:25]([O:32][C:33]1[CH:34]=[CH:35][C:36]([CH:40]([C:42]2[CH:47]=[CH:46][C:45]([O:48][CH2:49][C:50]3[CH:55]=[CH:54][CH:53]=[CH:52][CH:51]=3)=[CH:44][CH:43]=2)[OH:41])=[C:37]([OH:39])[CH:38]=1)[C:26]1[CH:31]=[CH:30][CH:29]=[CH:28][CH:27]=1, predict the reaction product. The product is: [CH2:25]([O:32][C:33]1[CH:34]=[CH:35][C:36]([CH:40]([C:42]2[CH:47]=[CH:46][C:45]([O:48][CH2:49][C:50]3[CH:55]=[CH:54][CH:53]=[CH:52][CH:51]=3)=[CH:44][CH:43]=2)[OH:41])=[C:37]([CH:38]=1)[O:39][CH2:22][C:21]([C:18]1[CH:19]=[CH:20][C:15]([O:14][CH2:7][C:8]2[CH:13]=[CH:12][CH:11]=[CH:10][CH:9]=2)=[CH:16][CH:17]=1)=[O:24])[C:26]1[CH:27]=[CH:28][CH:29]=[CH:30][CH:31]=1.